The task is: Predict the reactants needed to synthesize the given product.. This data is from Retrosynthesis with 50K atom-mapped reactions and 10 reaction types from USPTO. (1) Given the product CCOC(=O)CC1OB(O)c2cc(Oc3ncc(C(=O)O)s3)cc(C)c21, predict the reactants needed to synthesize it. The reactants are: CCOC(=O)CC1OB(O)c2cc(Oc3ncc(C(=O)OC(C)(C)C)s3)cc(C)c21. (2) Given the product CS(=O)(=O)c1ccc(NC(=O)CC2CCNCC2)cc1, predict the reactants needed to synthesize it. The reactants are: CC(C)(C)OC(=O)N1CCC(CC(=O)Nc2ccc(S(C)(=O)=O)cc2)CC1. (3) The reactants are: CC(C)(C)OC(=O)N1CCC[C@@H](Nc2cc(OCCN3CCCC3)nc(-c3cnc4ccc(F)cn34)n2)C1. Given the product Fc1ccc2ncc(-c3nc(N[C@@H]4CCCNC4)cc(OCCN4CCCC4)n3)n2c1, predict the reactants needed to synthesize it. (4) The reactants are: C=O.CC1CN(C(=O)OCc2ccccc2)CC(C)N1. Given the product CC1CN(C(=O)OCc2ccccc2)CC(C)N1C, predict the reactants needed to synthesize it. (5) Given the product CCc1cc2c(N3CCN(C(=O)c4ccc(-n5cccn5)cc4)CC3)nc(SCC(=O)OC)nc2s1, predict the reactants needed to synthesize it. The reactants are: CCc1cc2c(N3CCNCC3)nc(SCC(=O)OC)nc2s1.O=C(Cl)c1ccc(-n2cccn2)cc1.